Dataset: Full USPTO retrosynthesis dataset with 1.9M reactions from patents (1976-2016). Task: Predict the reactants needed to synthesize the given product. (1) Given the product [CH3:24][O:23][C:13]1[C:11]2[N:12]=[C:8]([NH:7][C:5](=[O:6])[C:4]3[CH:25]=[CH:26][N:27]=[C:2]([O:30][CH2:31][C:32]4[CH:37]=[CH:36][CH:35]=[CH:34][N:33]=4)[CH:3]=3)[S:9][C:10]=2[C:16]([N:17]2[CH2:22][CH2:21][O:20][CH2:19][CH2:18]2)=[CH:15][CH:14]=1, predict the reactants needed to synthesize it. The reactants are: Cl[C:2]1[CH:3]=[C:4]([CH:25]=[CH:26][N:27]=1)[C:5]([NH:7][C:8]1[S:9][C:10]2[C:16]([N:17]3[CH2:22][CH2:21][O:20][CH2:19][CH2:18]3)=[CH:15][CH:14]=[C:13]([O:23][CH3:24])[C:11]=2[N:12]=1)=[O:6].[H-].[Na+].[OH:30][CH2:31][C:32]1[CH:37]=[CH:36][CH:35]=[CH:34][N:33]=1. (2) Given the product [O:1]=[C:2]1[C:7]2[CH:8]=[CH:9][CH:10]=[CH:11][C:6]=2[S:5][C:4]([C:12]2[N:17]=[C:16]([CH2:18][CH2:19][C:20]([N:30]3[CH2:31][CH2:32][CH2:33][CH:29]3[C:28]([O:27][C:23]([CH3:26])([CH3:24])[CH3:25])=[O:34])=[O:21])[CH:15]=[CH:14][CH:13]=2)=[N:3]1, predict the reactants needed to synthesize it. The reactants are: [O:1]=[C:2]1[C:7]2[CH:8]=[CH:9][CH:10]=[CH:11][C:6]=2[S:5][C:4]([C:12]2[N:17]=[C:16]([CH2:18][CH2:19][C:20](O)=[O:21])[CH:15]=[CH:14][CH:13]=2)=[N:3]1.[C:23]([O:27][C:28](=[O:34])[C@@H:29]1[CH2:33][CH2:32][CH2:31][NH:30]1)([CH3:26])([CH3:25])[CH3:24].CCN=C=NCCCN(C)C.C1C=CC2N(O)N=NC=2C=1.